The task is: Predict the product of the given reaction.. This data is from Forward reaction prediction with 1.9M reactions from USPTO patents (1976-2016). (1) Given the reactants Br[C:2]1[C:3]([CH2:15][O:16][C:17]2[CH:22]=[CH:21][C:20]([N:23]3[C:27]([CH3:28])=[C:26]([CH3:29])[C:25]([CH3:30])=[N:24]3)=[CH:19][C:18]=2[CH3:31])=[C:4]([N:8]2[C:12](=[O:13])[N:11]([CH3:14])[N:10]=[N:9]2)[CH:5]=[CH:6][CH:7]=1.[CH3:32][Si:33]([C:36]#[CH:37])([CH3:35])[CH3:34].C(P(C(C)(C)C)C(C)(C)C)(C)(C)C.P([O-])([O-])([O-])=O.[K+].[K+].[K+], predict the reaction product. The product is: [CH3:31][C:18]1[CH:19]=[C:20]([N:23]2[C:27]([CH3:28])=[C:26]([CH3:29])[C:25]([CH3:30])=[N:24]2)[CH:21]=[CH:22][C:17]=1[O:16][CH2:15][C:3]1[C:2]([C:37]#[C:36][Si:33]([CH3:35])([CH3:34])[CH3:32])=[CH:7][CH:6]=[CH:5][C:4]=1[N:8]1[C:12](=[O:13])[N:11]([CH3:14])[N:10]=[N:9]1. (2) Given the reactants Br[C:2]1[CH:7]=[C:6]([C:8]2[C:17]3[C:12](=[CH:13][C:14]([O:20][CH3:21])=[C:15]([O:18][CH3:19])[CH:16]=3)[CH:11]=[C:10]([C:22]([O:24][CH3:25])=[O:23])[C:9]=2[C:26]([O:28][CH3:29])=[O:27])[CH:5]=[CH:4][N:3]=1.F[B-](F)(F)F.C([PH+](C(C)(C)C)C(C)(C)C)(C)(C)C.[Si:48]([O:55][C@@H:56]1[C:65]2[C:60](=[CH:61][CH:62]=[CH:63][CH:64]=2)[NH:59][CH2:58][CH2:57]1)([C:51]([CH3:54])([CH3:53])[CH3:52])([CH3:50])[CH3:49].CC(C)([O-])C.[Na+].[Cl-].[NH4+], predict the reaction product. The product is: [Si:48]([O:55][C@@H:56]1[C:65]2[C:60](=[CH:61][CH:62]=[CH:63][CH:64]=2)[N:59]([C:2]2[CH:7]=[C:6]([C:8]3[C:17]4[C:12](=[CH:13][C:14]([O:20][CH3:21])=[C:15]([O:18][CH3:19])[CH:16]=4)[CH:11]=[C:10]([C:22]([O:24][CH3:25])=[O:23])[C:9]=3[C:26]([O:28][CH3:29])=[O:27])[CH:5]=[CH:4][N:3]=2)[CH2:58][CH2:57]1)([C:51]([CH3:54])([CH3:53])[CH3:52])([CH3:50])[CH3:49]. (3) Given the reactants [Cl:1][C:2]1[CH:7]=[CH:6][C:5]([CH2:8][C@@H:9]([NH:34]C(=O)OC(C)(C)C)[C:10]([N:12]2[CH2:17][CH2:16][N:15]([C:18]3[C:23]([C:24]4[CH:29]=[CH:28][CH:27]=[CH:26][CH:25]=4)=[CH:22][N:21]=[C:20]4[NH:30][CH:31]=[C:32]([CH3:33])[C:19]=34)[CH2:14][CH2:13]2)=[O:11])=[CH:4][CH:3]=1.C(O)(C(F)(F)F)=O.C1(N)C(F)=C(F)C(F)=C(N)C=1F.Cl.Cl, predict the reaction product. The product is: [NH2:34][C@H:9]([CH2:8][C:5]1[CH:4]=[CH:3][C:2]([Cl:1])=[CH:7][CH:6]=1)[C:10]([N:12]1[CH2:17][CH2:16][N:15]([C:18]2[C:23]([C:24]3[CH:25]=[CH:26][CH:27]=[CH:28][CH:29]=3)=[CH:22][N:21]=[C:20]3[NH:30][CH:31]=[C:32]([CH3:33])[C:19]=23)[CH2:14][CH2:13]1)=[O:11]. (4) Given the reactants [CH2:1]([OH:5])[CH2:2][CH2:3][OH:4].[H-].[Na+].CS(O[CH2:13][CH2:14][CH2:15][CH2:16][CH2:17][CH2:18][CH2:19][CH2:20][CH2:21][CH2:22][CH2:23][CH2:24][CH2:25][CH2:26][CH2:27][CH3:28])(=O)=O, predict the reaction product. The product is: [CH2:28]([O:4][CH2:3][CH2:2][CH2:1][OH:5])[CH2:27][CH2:26][CH2:25][CH2:24][CH2:23][CH2:22][CH2:21][CH2:20][CH2:19][CH2:18][CH2:17][CH2:16][CH2:15][CH2:14][CH3:13]. (5) Given the reactants Cl.[CH:2]12[O:9][CH:6]([CH2:7][CH2:8]1)[CH2:5][NH:4][CH2:3]2.FC(F)(F)S([O-])(=O)=O.[N:18]1([S:23](N2C=C[NH+](C)C2)(=[O:25])=[O:24])[CH:22]=[CH:21][N:20]=[CH:19]1, predict the reaction product. The product is: [N:18]1([S:23]([N:4]2[CH2:3][CH:2]3[O:9][CH:6]([CH2:7][CH2:8]3)[CH2:5]2)(=[O:25])=[O:24])[CH:22]=[CH:21][N:20]=[CH:19]1. (6) Given the reactants [OH:1][CH2:2][CH2:3][NH:4][C:5]([C:7]1[C:11]([NH:12][C:13]([C:15]2[CH:20]=[CH:19][CH:18]=[CH:17][N:16]=2)=[O:14])=[CH:10][N:9](C2CCCCO2)[N:8]=1)=[O:6].O.C1(C)C=CC(S(O)(=O)=O)=CC=1.C(=O)([O-])O.[Na+], predict the reaction product. The product is: [OH:1][CH2:2][CH2:3][NH:4][C:5]([C:7]1[C:11]([NH:12][C:13]([C:15]2[CH:20]=[CH:19][CH:18]=[CH:17][N:16]=2)=[O:14])=[CH:10][NH:9][N:8]=1)=[O:6].